Task: Predict the reactants needed to synthesize the given product.. Dataset: Full USPTO retrosynthesis dataset with 1.9M reactions from patents (1976-2016) (1) The reactants are: [CH2:1]([C:8]1[C:16]2[C:11](=[CH:12][CH:13]=[C:14]([C:17]3[CH:22]=[CH:21][C:20]([OH:23])=[CH:19][CH:18]=3)[CH:15]=2)[N:10]([CH3:24])[C:9]=1[CH3:25])[C:2]1[CH:7]=[CH:6][CH:5]=[CH:4][CH:3]=1.C([O-])([O-])=O.[K+].[K+].Br[CH2:33][C:34]#[N:35]. Given the product [CH2:1]([C:8]1[C:16]2[C:11](=[CH:12][CH:13]=[C:14]([C:17]3[CH:18]=[CH:19][C:20]([O:23][CH2:33][C:34]#[N:35])=[CH:21][CH:22]=3)[CH:15]=2)[N:10]([CH3:24])[C:9]=1[CH3:25])[C:2]1[CH:3]=[CH:4][CH:5]=[CH:6][CH:7]=1, predict the reactants needed to synthesize it. (2) Given the product [F:59][C:56]([F:57])([F:58])[C:48]1[CH:47]=[C:46]([CH:51]=[C:50]([C:52]([F:53])([F:54])[F:55])[CH:49]=1)[CH2:45][N:27]([CH2:26][C:11]1[CH:10]=[C:9]([OH:8])[CH:14]=[CH:13][C:12]=1[C:15]1[CH:20]=[C:19]([CH:21]([CH3:23])[CH3:22])[CH:18]=[CH:17][C:16]=1[O:24][CH3:25])[C:28]1[N:29]=[CH:30][C:31]([O:34][CH2:35][CH2:36][CH2:37][C:38]([O:40][C:41]([CH3:43])([CH3:42])[CH3:44])=[O:39])=[CH:32][N:33]=1, predict the reactants needed to synthesize it. The reactants are: C([O:8][C:9]1[CH:14]=[CH:13][C:12]([C:15]2[CH:20]=[C:19]([CH:21]([CH3:23])[CH3:22])[CH:18]=[CH:17][C:16]=2[O:24][CH3:25])=[C:11]([CH2:26][N:27]([CH2:45][C:46]2[CH:51]=[C:50]([C:52]([F:55])([F:54])[F:53])[CH:49]=[C:48]([C:56]([F:59])([F:58])[F:57])[CH:47]=2)[C:28]2[N:33]=[CH:32][C:31]([O:34][CH2:35][CH2:36][CH2:37][C:38]([O:40][C:41]([CH3:44])([CH3:43])[CH3:42])=[O:39])=[CH:30][N:29]=2)[CH:10]=1)C1C=CC=CC=1. (3) Given the product [CH3:25][C:23]1([CH3:26])[C:22]2[C:17](=[CH:18][C:19]([NH:27][C:28](=[O:29])[C:30]3[CH:35]=[CH:34][CH:33]=[N:32][C:31]=3[NH:36][CH2:37][C:38]3[CH:43]=[CH:42][C:41]([F:44])=[CH:40][N:39]=3)=[CH:20][CH:21]=2)[CH2:16][NH:15][CH2:24]1, predict the reactants needed to synthesize it. The reactants are: C(O)(C(F)(F)F)=O.C(OC([N:15]1[CH2:24][C:23]([CH3:26])([CH3:25])[C:22]2[C:17](=[CH:18][C:19]([NH:27][C:28]([C:30]3[C:31]([NH:36][CH2:37][C:38]4[CH:43]=[CH:42][C:41]([F:44])=[CH:40][N:39]=4)=[N:32][CH:33]=[CH:34][CH:35]=3)=[O:29])=[CH:20][CH:21]=2)[CH2:16]1)=O)(C)(C)C. (4) Given the product [Br:1][C:2]1[CH:3]=[CH:4][C:5]([O:15][CH2:16][C:17]2[CH:22]=[CH:21][C:20]([F:23])=[CH:19][C:18]=2[F:24])=[C:6]([C:8]2[N:25]([C:26]3[CH:34]=[CH:33][C:29]([C:30]([NH2:32])=[O:31])=[CH:28][CH:27]=3)[C:11]([CH3:12])=[CH:10][CH:9]=2)[CH:7]=1, predict the reactants needed to synthesize it. The reactants are: [Br:1][C:2]1[CH:3]=[CH:4][C:5]([O:15][CH2:16][C:17]2[CH:22]=[CH:21][C:20]([F:23])=[CH:19][C:18]=2[F:24])=[C:6]([C:8](=O)[CH2:9][CH2:10][C:11](=O)[CH3:12])[CH:7]=1.[NH2:25][C:26]1[CH:34]=[CH:33][C:29]([C:30]([NH2:32])=[O:31])=[CH:28][CH:27]=1.CC1C=CC(S(O)(=O)=O)=CC=1. (5) Given the product [CH3:22][O:23][C@H:24]1[CH2:29][CH2:28][CH2:27][C@@H:26]([NH:30][C:2]2[C:7]([C:8]([O:10][CH2:11][CH3:12])=[O:9])=[CH:6][N:5]=[C:4]([S:13][CH3:14])[N:3]=2)[CH2:25]1, predict the reactants needed to synthesize it. The reactants are: Cl[C:2]1[C:7]([C:8]([O:10][CH2:11][CH3:12])=[O:9])=[CH:6][N:5]=[C:4]([S:13][CH3:14])[N:3]=1.FC(F)(F)C(O)=O.[CH3:22][O:23][C@H:24]1[CH2:29][CH2:28][CH2:27][C@@H:26]([NH2:30])[CH2:25]1.CCN(C(C)C)C(C)C. (6) Given the product [N+:12]([C:8]1[CH:7]=[C:6]2[C:11]([C:2]([NH2:15])=[N:3][CH:4]=[N:5]2)=[CH:10][CH:9]=1)([O-:14])=[O:13], predict the reactants needed to synthesize it. The reactants are: Cl[C:2]1[C:11]2[C:6](=[CH:7][C:8]([N+:12]([O-:14])=[O:13])=[CH:9][CH:10]=2)[N:5]=[CH:4][N:3]=1.[NH3:15]. (7) Given the product [F:1][C:2]1[CH:3]=[CH:4][C:5]([O:40][CH3:41])=[C:6]([C:8]2[CH:13]=[CH:12][N:11]=[C:10]3[NH:14][C:15]([C:17]4[CH2:21][NH:20][C@@H:19]([CH2:29][OH:30])[CH:18]=4)=[CH:16][C:9]=23)[CH:7]=1, predict the reactants needed to synthesize it. The reactants are: [F:1][C:2]1[CH:3]=[CH:4][C:5]([O:40][CH3:41])=[C:6]([C:8]2[CH:13]=[CH:12][N:11]=[C:10]3[N:14](S(C4C=CC=CC=4)(=O)=O)[C:15]([C:17]4[CH2:21][N:20](C(OC(C)(C)C)=O)[C@@H:19]([CH2:29][OH:30])[CH:18]=4)=[CH:16][C:9]=23)[CH:7]=1.[OH-].[Na+].P(=O)(O)(O)O.Cl.